Dataset: NCI-60 drug combinations with 297,098 pairs across 59 cell lines. Task: Regression. Given two drug SMILES strings and cell line genomic features, predict the synergy score measuring deviation from expected non-interaction effect. (1) Drug 1: CNC(=O)C1=NC=CC(=C1)OC2=CC=C(C=C2)NC(=O)NC3=CC(=C(C=C3)Cl)C(F)(F)F. Drug 2: CC(C)NC(=O)C1=CC=C(C=C1)CNNC.Cl. Cell line: HCT-15. Synergy scores: CSS=-9.14, Synergy_ZIP=5.72, Synergy_Bliss=-1.28, Synergy_Loewe=-10.2, Synergy_HSA=-9.56. (2) Drug 1: CC1C(C(CC(O1)OC2CC(CC3=C2C(=C4C(=C3O)C(=O)C5=C(C4=O)C(=CC=C5)OC)O)(C(=O)CO)O)N)O.Cl. Drug 2: B(C(CC(C)C)NC(=O)C(CC1=CC=CC=C1)NC(=O)C2=NC=CN=C2)(O)O. Cell line: HCT116. Synergy scores: CSS=33.1, Synergy_ZIP=-0.131, Synergy_Bliss=3.06, Synergy_Loewe=2.88, Synergy_HSA=4.16. (3) Drug 1: CCC1=CC2CC(C3=C(CN(C2)C1)C4=CC=CC=C4N3)(C5=C(C=C6C(=C5)C78CCN9C7C(C=CC9)(C(C(C8N6C)(C(=O)OC)O)OC(=O)C)CC)OC)C(=O)OC.C(C(C(=O)O)O)(C(=O)O)O. Drug 2: CC1=C(C(CCC1)(C)C)C=CC(=CC=CC(=CC(=O)O)C)C. Cell line: M14. Synergy scores: CSS=14.3, Synergy_ZIP=0.0918, Synergy_Bliss=-0.301, Synergy_Loewe=-34.1, Synergy_HSA=-1.07. (4) Drug 1: CN1CCC(CC1)COC2=C(C=C3C(=C2)N=CN=C3NC4=C(C=C(C=C4)Br)F)OC. Drug 2: C1C(C(OC1N2C=NC3=C2NC=NCC3O)CO)O. Cell line: NCI-H522. Synergy scores: CSS=18.5, Synergy_ZIP=-4.80, Synergy_Bliss=2.13, Synergy_Loewe=1.68, Synergy_HSA=2.70.